From a dataset of Forward reaction prediction with 1.9M reactions from USPTO patents (1976-2016). Predict the product of the given reaction. (1) Given the reactants [Cl:1][C:2]1[N:3]=[C:4]2[C:9](=[CH:10][CH:11]=1)[N:8]=[CH:7][C:6]([C:12](=[O:14])[CH3:13])=[C:5]2[NH:15][CH:16]1[CH2:21][CH2:20][CH:19]([CH2:22][N:23]2[CH2:28][CH2:27][N:26]([CH3:29])[CH2:25][CH2:24]2)[CH2:18][CH2:17]1.[Cl:30][C:31]1[CH:36]=[C:35](B2OC(C)(C)C(C)(C)O2)[CH:34]=[C:33]([F:46])[C:32]=1[OH:47], predict the reaction product. The product is: [ClH:1].[ClH:30].[ClH:1].[Cl:30][C:31]1[CH:36]=[C:35]([C:2]2[N:3]=[C:4]3[C:9](=[CH:10][CH:11]=2)[N:8]=[CH:7][C:6]([C:12](=[O:14])[CH3:13])=[C:5]3[NH:15][C@H:16]2[CH2:17][CH2:18][C@H:19]([CH2:22][N:23]3[CH2:28][CH2:27][N:26]([CH3:29])[CH2:25][CH2:24]3)[CH2:20][CH2:21]2)[CH:34]=[C:33]([F:46])[C:32]=1[OH:47]. (2) Given the reactants CC1(C)C(C)(C)OB([C:9]2[CH:14]=[CH:13][C:12]([OH:15])=[CH:11][CH:10]=2)O1.Br[C:18]1[C:19]([F:26])=[C:20]([CH:23]=[CH:24][CH:25]=1)[CH:21]=[O:22].C([O-])([O-])=O.[K+].[K+], predict the reaction product. The product is: [F:26][C:19]1[C:20]([CH:21]=[O:22])=[CH:23][CH:24]=[CH:25][C:18]=1[C:9]1[CH:10]=[CH:11][C:12]([OH:15])=[CH:13][CH:14]=1. (3) Given the reactants [O:1]1[C:5]2[CH:6]=[CH:7][CH:8]=[CH:9][C:4]=2[CH:3]=[C:2]1[C:10]#[C:11][Si](C)(C)C.C(=O)([O-])[O-].[K+].[K+].O, predict the reaction product. The product is: [C:10]([C:2]1[O:1][C:5]2[CH:6]=[CH:7][CH:8]=[CH:9][C:4]=2[CH:3]=1)#[CH:11]. (4) Given the reactants C(OC(=O)[NH:7][C:8]1[CH:13]=[C:12]([O:14][CH2:15][CH3:16])[C:11]([C:17]([F:20])([F:19])[F:18])=[CH:10][C:9]=1[NH:21][C:22](=[O:38])[CH2:23][C:24](=O)[C:25]1[CH:30]=[CH:29][CH:28]=[C:27]([C:31]2[CH:32]=[N:33][CH:34]=[CH:35][CH:36]=2)[CH:26]=1)(C)(C)C.C(O)(C(F)(F)F)=O, predict the reaction product. The product is: [CH2:15]([O:14][C:12]1[C:11]([C:17]([F:20])([F:19])[F:18])=[CH:10][C:9]2[NH:21][C:22](=[O:38])[CH2:23][C:24]([C:25]3[CH:30]=[CH:29][CH:28]=[C:27]([C:31]4[CH:32]=[N:33][CH:34]=[CH:35][CH:36]=4)[CH:26]=3)=[N:7][C:8]=2[CH:13]=1)[CH3:16]. (5) Given the reactants Cl[C:2]1[C:7]([N+:8]([O-:10])=[O:9])=[CH:6][CH:5]=[CH:4][N:3]=1.[NH2:11][C:12]1[CH:17]=[CH:16][CH:15]=[CH:14][CH:13]=1, predict the reaction product. The product is: [NH4+:3].[OH-:9].[N+:8]([C:7]1[C:2]([NH:11][C:12]2[CH:17]=[CH:16][CH:15]=[CH:14][CH:13]=2)=[N:3][CH:4]=[CH:5][CH:6]=1)([O-:10])=[O:9]. (6) Given the reactants [O:1]([CH:8]([CH2:14][C:15]1[CH:20]=[CH:19][C:18]([O:21][CH2:22][CH2:23][NH:24][C:25](=[O:38])[C:26]2[CH:31]=[CH:30][C:29]([C:32]3[CH:37]=[CH:36][CH:35]=[CH:34][N:33]=3)=[CH:28][CH:27]=2)=[CH:17][CH:16]=1)[C:9]([O:11]CC)=[O:10])[C:2]1[CH:7]=[CH:6][CH:5]=[CH:4][CH:3]=1.[OH-].[K+], predict the reaction product. The product is: [O:1]([CH:8]([CH2:14][C:15]1[CH:20]=[CH:19][C:18]([O:21][CH2:22][CH2:23][NH:24][C:25](=[O:38])[C:26]2[CH:27]=[CH:28][C:29]([C:32]3[CH:37]=[CH:36][CH:35]=[CH:34][N:33]=3)=[CH:30][CH:31]=2)=[CH:17][CH:16]=1)[C:9]([OH:11])=[O:10])[C:2]1[CH:7]=[CH:6][CH:5]=[CH:4][CH:3]=1. (7) Given the reactants [F:1][C:2]1[CH:12]=[CH:11][CH:10]=[C:9]([F:13])[C:3]=1[C:4]([N:6]=[C:7]=[O:8])=[O:5].[F:14][C:15]1[CH:22]=[C:21]([S:23][CH2:24][C:25]#[CH:26])[CH:20]=[CH:19][C:16]=1[NH:17][CH3:18], predict the reaction product. The product is: [F:1][C:2]1[CH:12]=[CH:11][CH:10]=[C:9]([F:13])[C:3]=1[C:4]([NH:6][C:7](=[O:8])[N:17]([C:16]1[CH:19]=[CH:20][C:21]([S:23][CH2:24][C:25]#[CH:26])=[CH:22][C:15]=1[F:14])[CH3:18])=[O:5]. (8) Given the reactants [CH3:1][O:2][CH2:3][C:4]([NH:6][C:7]1[CH:15]=[CH:14][CH:13]=[C:12]2[C:8]=1[C:9](=[O:29])[N:10]([CH:17]1[CH2:22][CH:21]([O:23]C(=O)C)[C:20](=[O:27])[NH:19][C:18]1=[O:28])[C:11]2=[O:16])=[O:5].C1(C)C=CC(S(O)(=O)=O)=CC=1, predict the reaction product. The product is: [CH3:1][O:2][CH2:3][C:4]([NH:6][C:7]1[CH:15]=[CH:14][CH:13]=[C:12]2[C:8]=1[C:9](=[O:29])[N:10]([CH:17]1[CH2:22][CH:21]([OH:23])[C:20](=[O:27])[NH:19][C:18]1=[O:28])[C:11]2=[O:16])=[O:5].